From a dataset of Retrosynthesis with 50K atom-mapped reactions and 10 reaction types from USPTO. Predict the reactants needed to synthesize the given product. (1) Given the product NNC(=O)Cc1ccc2ncc(Br)cc2c1F, predict the reactants needed to synthesize it. The reactants are: NN.O=C(O)Cc1ccc2ncc(Br)cc2c1F. (2) Given the product CC1(C)CC(CNc2ccc(Cl)c(-c3cc(N)ncc3Cl)n2)CCO1, predict the reactants needed to synthesize it. The reactants are: CC1(C)CC(CNc2ccc(Cl)c(-c3cc(F)ncc3Cl)n2)CCO1.[NH4+]. (3) Given the product Nc1cc(O)cc(Cl)c1NC(=O)C1CCOCC1, predict the reactants needed to synthesize it. The reactants are: O=C(Nc1c(Cl)cc(O)cc1[N+](=O)[O-])C1CCOCC1. (4) Given the product COC(=O)c1cccc(C=Cc2ccc(OCc3c(C(C)C)cnn3-c3ccccc3C(F)(F)F)cc2C)c1, predict the reactants needed to synthesize it. The reactants are: CC(C)c1cnn(-c2ccccc2C(F)(F)F)c1CBr.COC(=O)c1cccc(C=Cc2ccc(O)cc2C)c1.